Task: Predict the product of the given reaction.. Dataset: Forward reaction prediction with 1.9M reactions from USPTO patents (1976-2016) (1) The product is: [CH2:1]([O:8][C:9]1[C:14]2[C:15]([O:18][CH2:19][CH2:20][CH:21]3[CH2:26][CH2:25][N:24]([CH2:27][O:37][CH2:35][CH3:36])[CH2:23][CH2:22]3)=[N:16][O:17][C:13]=2[CH:12]=[CH:11][CH:10]=1)[C:2]1[CH:3]=[CH:4][CH:5]=[CH:6][CH:7]=1. Given the reactants [CH2:1]([O:8][C:9]1[C:14]2[C:15]([O:18][CH2:19][CH2:20][CH:21]3[CH2:26][CH2:25][NH:24][CH2:23][CH2:22]3)=[N:16][O:17][C:13]=2[CH:12]=[CH:11][CH:10]=1)[C:2]1[CH:7]=[CH:6][CH:5]=[CH:4][CH:3]=1.[C:27](=O)([O-])[O-].[K+].[K+].C=O.[CH2:35]([OH:37])[CH3:36], predict the reaction product. (2) Given the reactants [CH2:1]([NH:8][C:9]1[C:17]([F:18])=[C:16]([O:19][CH3:20])[C:12](C(O)=O)=[C:11]([O:21][CH3:22])[C:10]=1[F:23])[C:2]1[CH:7]=[CH:6][CH:5]=[CH:4][CH:3]=1, predict the reaction product. The product is: [CH2:1]([NH:8][C:9]1[C:10]([F:23])=[C:11]([O:21][CH3:22])[CH:12]=[C:16]([O:19][CH3:20])[C:17]=1[F:18])[C:2]1[CH:3]=[CH:4][CH:5]=[CH:6][CH:7]=1.